From a dataset of Full USPTO retrosynthesis dataset with 1.9M reactions from patents (1976-2016). Predict the reactants needed to synthesize the given product. The reactants are: C([O:4][C:5]1[C:6]([CH2:11][CH2:12][Si](C)(C)C)=[N:7][CH:8]=[CH:9][CH:10]=1)(=O)C.CCCC[N+](CCCC)(CCCC)CCCC.[F-]. Given the product [C:11]([C:6]1[C:5]([OH:4])=[CH:10][CH:9]=[CH:8][N:7]=1)#[CH:12], predict the reactants needed to synthesize it.